This data is from Forward reaction prediction with 1.9M reactions from USPTO patents (1976-2016). The task is: Predict the product of the given reaction. (1) Given the reactants [CH3:1][C:2]1[CH:7]=[CH:6][CH:5]=[CH:4][C:3]=1[CH:8]([C:20]1[CH:25]=[CH:24][CH:23]=[CH:22][C:21]=1[CH3:26])[N:9]1[CH:14]=[CH:13][CH:12]=[C:11]([C:15]([O:17]C)=[O:16])[C:10]1=[O:19], predict the reaction product. The product is: [CH3:1][C:2]1[CH:7]=[CH:6][CH:5]=[CH:4][C:3]=1[CH:8]([C:20]1[CH:25]=[CH:24][CH:23]=[CH:22][C:21]=1[CH3:26])[N:9]1[CH:14]=[CH:13][CH:12]=[C:11]([C:15]([OH:17])=[O:16])[C:10]1=[O:19]. (2) Given the reactants C[C@@H](N)CO.BrCC(N1CCC2C(=CC=C(C3N=C([C:26]4[CH:27]=[CH:28][C:29]([O:34][CH:35]([CH3:37])[CH3:36])=[C:30]([CH:33]=4)[C:31]#[N:32])ON=3)C=2C)C1)=O.C(=O)([O-])[O-].[K+].[K+], predict the reaction product. The product is: [CH3:37][CH:35]([O:34][C:29]1[CH:28]=[CH:27][CH:26]=[CH:33][C:30]=1[C:31]#[N:32])[CH3:36]. (3) Given the reactants [NH:1]1[C:5]2[CH:6]=[CH:7][CH:8]=[CH:9][C:4]=2[N:3]=[C:2]1[C:10]1[CH:19]=[CH:18][CH:17]=[CH:16][C:11]=1[C:12]([O:14][CH3:15])=[O:13].[CH3:20][C:21]1[CH:28]=[CH:27][CH:26]=[C:25]([CH3:29])[C:22]=1[CH2:23]Cl.C(=O)([O-])[O-].[K+].[K+].[I-].[K+], predict the reaction product. The product is: [CH3:20][C:21]1[CH:28]=[CH:27][CH:26]=[C:25]([CH3:29])[C:22]=1[CH2:23][N:1]1[C:5]2[CH:6]=[CH:7][CH:8]=[CH:9][C:4]=2[N:3]=[C:2]1[C:10]1[CH:19]=[CH:18][CH:17]=[CH:16][C:11]=1[C:12]([O:14][CH3:15])=[O:13]. (4) Given the reactants [F:1][C:2]1[C:3]([NH:28][C@H:29]([C:37]([CH3:40])([CH3:39])[CH3:38])/[CH:30]=[CH:31]/[C:32]([O:34]CC)=[O:33])=[N:4][C:5]([C:8]2[C:16]3[C:11](=[N:12][CH:13]=[C:14]([F:17])[CH:15]=3)[N:10](S(C3C=CC(C)=CC=3)(=O)=O)[CH:9]=2)=[N:6][CH:7]=1.[Li+].[OH-].Cl, predict the reaction product. The product is: [F:1][C:2]1[C:3]([NH:28][C@@H:29]([C:37]([CH3:40])([CH3:39])[CH3:38])/[CH:30]=[CH:31]/[C:32]([OH:34])=[O:33])=[N:4][C:5]([C:8]2[C:16]3[C:11](=[N:12][CH:13]=[C:14]([F:17])[CH:15]=3)[NH:10][CH:9]=2)=[N:6][CH:7]=1.